From a dataset of hERG Central: cardiac toxicity at 1µM, 10µM, and general inhibition. Predict hERG channel inhibition at various concentrations. (1) The molecule is CCOC(=O)C1(CCOc2ccccc2)CCN(Cc2ccc(OCC)c(CO)c2)CC1. Results: hERG_inhib (hERG inhibition (general)): blocker. (2) The molecule is COc1ccc(CCNC(=O)c2cc3c(=O)n4ccccc4nc3n(CCCN3CCOCC3)c2=N)cc1. Results: hERG_inhib (hERG inhibition (general)): blocker. (3) The drug is CC1(C)C(=O)N(CCN2CCC(C(=O)c3ccc(F)cc3)CC2)c2ccccc21.Cl. Results: hERG_inhib (hERG inhibition (general)): blocker. (4) The molecule is CCN(CC)S(=O)(=O)c1ccc(O)c(C(=O)OCC(=O)N(C)Cc2ccccc2)c1. Results: hERG_inhib (hERG inhibition (general)): blocker. (5) The compound is Cc1ccc(OCC(=O)Nc2ccc(N3CCN(C(=O)c4ccco4)CC3)cc2)cc1. Results: hERG_inhib (hERG inhibition (general)): blocker. (6) The drug is CCOC(=O)CNC(=S)N(CCCN1CCCCCC1)Cc1cccs1. Results: hERG_inhib (hERG inhibition (general)): blocker. (7) The drug is C=C[C@H]1CN2CC[C@H]1C[C@@H]2[C@@H](O)c1ccnc2ccc(OC)cc12.Cl.O. Results: hERG_inhib (hERG inhibition (general)): blocker. (8) The compound is CCc1cc2c(cc3c(=O)n(CC(=O)NCCCN4CCCCCC4)nc(CC)n32)s1. Results: hERG_inhib (hERG inhibition (general)): blocker. (9) The molecule is CCCOC1CCCN(C(=O)c2cc(COc3ccc(-n4cncn4)cc3)on2)C1. Results: hERG_inhib (hERG inhibition (general)): blocker.